From a dataset of Reaction yield outcomes from USPTO patents with 853,638 reactions. Predict the reaction yield, written as a fraction of the theoretical maximum amount of product (1.0 means a 100% yield; for example, 0.34 means a 34% yield). (1) The reactants are Cl[C:2]1[C:11]2[C:6](=[C:7]([C:15]([N:17]([CH3:19])[CH3:18])=[O:16])[CH:8]=[C:9]([N+:12]([O-:14])=[O:13])[CH:10]=2)[N:5]=[CH:4][C:3]=1[C:20]#[N:21].[Cl:22][C:23]1[CH:24]=[C:25]([CH:27]=[CH:28][CH:29]=1)[NH2:26]. The catalyst is COCCOC. The product is [Cl:22][C:23]1[CH:24]=[C:25]([NH:26][C:2]2[C:11]3[C:6](=[C:7]([C:15]([N:17]([CH3:19])[CH3:18])=[O:16])[CH:8]=[C:9]([N+:12]([O-:14])=[O:13])[CH:10]=3)[N:5]=[CH:4][C:3]=2[C:20]#[N:21])[CH:27]=[CH:28][CH:29]=1. The yield is 0.430. (2) The reactants are [CH3:1][C:2]([CH3:28])([CH3:27])[C:3]#[C:4][C:5]1[S:9][C:8]([C:10]([O:12]C)=[O:11])=[C:7]([N:14]([CH:24]([CH3:26])[CH3:25])[C:15]([C@H:17]2[CH2:22][CH2:21][C:20]([CH3:23])=[CH:19][CH2:18]2)=[O:16])[CH:6]=1.O.[OH-].[Li+].Cl. The catalyst is C1COCC1.CO. The product is [CH3:1][C:2]([CH3:27])([CH3:28])[C:3]#[C:4][C:5]1[S:9][C:8]([C:10]([OH:12])=[O:11])=[C:7]([N:14]([CH:24]([CH3:25])[CH3:26])[C:15]([C@H:17]2[CH2:22][CH2:21][C:20]([CH3:23])=[CH:19][CH2:18]2)=[O:16])[CH:6]=1. The yield is 0.350. (3) The reactants are FC(F)(F)S(O[C:7]1[CH:12]=[C:11]([CH3:13])[C:10]([CH2:14][C:15]2[CH:20]=[CH:19][C:18]([O:21][CH2:22][O:23][CH3:24])=[C:17]([CH2:25][C:26]3[CH:31]=[CH:30][CH:29]=[CH:28][CH:27]=3)[CH:16]=2)=[C:9]([CH3:32])[CH:8]=1)(=O)=O.[CH3:35][OH:36].C1(P(C(P(C2C=CC=CC=2)C2C=CC=CC=2)(C)C)C2C=CC=CC=2)C=CC=CC=1.Cl.CN([CH:70]=[O:71])C. The catalyst is CC([O-])=O.CC([O-])=O.[Pd+2]. The product is [CH2:25]([C:17]1[CH:16]=[C:15]([CH:20]=[CH:19][C:18]=1[O:21][CH2:22][O:23][CH3:24])[CH2:14][C:10]1[C:9]([CH3:32])=[CH:8][C:7]([C:35]([O:71][CH3:70])=[O:36])=[CH:12][C:11]=1[CH3:13])[C:26]1[CH:31]=[CH:30][CH:29]=[CH:28][CH:27]=1. The yield is 0.880. (4) The reactants are [CH2:1]([O:3][C:4]1[CH:13]=[CH:12][C:11]2[C:6](=[CH:7][CH:8]=[CH:9][CH:10]=2)[C:5]=1[C:14](=[O:20])[CH2:15][O:16]C(=O)C)[CH3:2]. The catalyst is Cl. The product is [CH2:1]([O:3][C:4]1[CH:13]=[CH:12][C:11]2[C:6](=[CH:7][CH:8]=[CH:9][CH:10]=2)[C:5]=1[C:14](=[O:20])[CH2:15][OH:16])[CH3:2]. The yield is 0.710. (5) The reactants are [CH:1]([C:4]1[CH:9]=[CH:8][C:7]([CH:10]2[C:14]3[C:15]([CH3:23])=[C:16]([NH:20][CH:21]=[O:22])[C:17]([CH3:19])=[CH:18][C:13]=3[O:12][CH2:11]2)=[CH:6][CH:5]=1)([CH3:3])[CH3:2].[C:24](Cl)(=[O:26])[CH3:25]. No catalyst specified. The product is [C:24]([C:18]1[C:13]2[O:12][CH2:11][CH:10]([C:7]3[CH:6]=[CH:5][C:4]([CH:1]([CH3:3])[CH3:2])=[CH:9][CH:8]=3)[C:14]=2[C:15]([CH3:23])=[C:16]([NH:20][CH:21]=[O:22])[C:17]=1[CH3:19])(=[O:26])[CH3:25]. The yield is 0.480. (6) The reactants are [Cl:1][C:2]1[N:7]=[CH:6][C:5]([OH:8])=[CH:4][CH:3]=1.Br[CH2:10][C:11]1[CH:16]=[CH:15][CH:14]=[CH:13][CH:12]=1.C(=O)([O-])[O-].[K+].[K+].CN(C=O)C. The catalyst is O. The product is [CH2:10]([O:8][C:5]1[CH:4]=[CH:3][C:2]([Cl:1])=[N:7][CH:6]=1)[C:11]1[CH:16]=[CH:15][CH:14]=[CH:13][CH:12]=1. The yield is 0.999. (7) The reactants are Cl[C:2]([O:4][CH2:5][C:6]([Cl:9])([Cl:8])[Cl:7])=[O:3].N1C=CC=CC=1.[NH2:16][C:17]1[C:31]([O:32][CH3:33])=[C:30]([CH3:34])[C:29]([O:35][CH3:36])=[CH:28][C:18]=1[C:19]([N:21]1[CH2:25][CH2:24][CH2:23][CH:22]1[CH2:26][OH:27])=[O:20]. The catalyst is C(Cl)Cl. The product is [CH3:34][C:30]1[C:29]([O:35][CH3:36])=[CH:28][C:18]([C:19]([N:21]2[CH2:25][CH2:24][CH2:23][CH:22]2[CH2:26][OH:27])=[O:20])=[C:17]([NH:16][C:2]([O:4][CH2:5][C:6]([Cl:9])([Cl:8])[Cl:7])=[O:3])[C:31]=1[O:32][CH3:33]. The yield is 0.700.